From a dataset of Forward reaction prediction with 1.9M reactions from USPTO patents (1976-2016). Predict the product of the given reaction. (1) Given the reactants Cl[C:2]1[N:7]=[C:6]([N:8]([CH2:18][CH3:19])[CH2:9][C:10]2[CH:15]=[CH:14][C:13]([O:16][CH3:17])=[CH:12][CH:11]=2)[C:5]2=[N:20][CH:21]=[C:22]([C:23]#[N:24])[N:4]2[N:3]=1.[NH2:25][C:26]1[C:27]([Cl:46])=[C:28]([N:34]2[CH2:39][CH2:38][C@@H:37]([NH:40][C:41](=[O:44])[O:42][CH3:43])[C@H:36]([OH:45])[CH2:35]2)[CH:29]=[C:30]([C:32]#[N:33])[CH:31]=1.P([O-])([O-])([O-])=O.[K+].[K+].[K+], predict the reaction product. The product is: [Cl:46][C:27]1[C:26]([NH:25][C:2]2[N:7]=[C:6]([N:8]([CH2:18][CH3:19])[CH2:9][C:10]3[CH:15]=[CH:14][C:13]([O:16][CH3:17])=[CH:12][CH:11]=3)[C:5]3=[N:20][CH:21]=[C:22]([C:23]#[N:24])[N:4]3[N:3]=2)=[CH:31][C:30]([C:32]#[N:33])=[CH:29][C:28]=1[N:34]1[CH2:39][CH2:38][C@@H:37]([NH:40][C:41](=[O:44])[O:42][CH3:43])[C@H:36]([OH:45])[CH2:35]1. (2) The product is: [CH3:1][O:2][C:3]1[CH:4]=[C:5]2[C:10](=[CH:11][C:12]=1[O:13][CH3:14])[N:9]=[CH:8][CH:7]=[C:6]2[O:15][C:16]1[CH:22]=[CH:21][C:19]([NH:20][C:32]([NH:43][C:44]2[S:45][CH:46]=[C:47]([CH2:49][C:50]([O:52][CH2:53][CH3:54])=[O:51])[N:48]=2)=[O:34])=[C:18]([F:23])[CH:17]=1. Given the reactants [CH3:1][O:2][C:3]1[CH:4]=[C:5]2[C:10](=[CH:11][C:12]=1[O:13][CH3:14])[N:9]=[CH:8][CH:7]=[C:6]2[O:15][C:16]1[CH:22]=[CH:21][C:19]([NH2:20])=[C:18]([F:23])[CH:17]=1.C(N(CC)CC)C.Cl[C:32](Cl)([O:34]C(=O)OC(Cl)(Cl)Cl)Cl.[NH2:43][C:44]1[S:45][CH:46]=[C:47]([CH2:49][C:50]([O:52][CH2:53][CH3:54])=[O:51])[N:48]=1, predict the reaction product. (3) Given the reactants [OH:1][CH:2]([CH3:13])[CH2:3][NH:4][C:5](=[O:12])[C:6]1[CH:11]=[CH:10][N:9]=[CH:8][CH:7]=1.CC(OI1(OC(C)=O)(OC(C)=O)OC(=O)C2C=CC=CC1=2)=O, predict the reaction product. The product is: [O:1]=[C:2]([CH3:13])[CH2:3][NH:4][C:5](=[O:12])[C:6]1[CH:7]=[CH:8][N:9]=[CH:10][CH:11]=1. (4) Given the reactants [NH2:1][C:2]1[CH:9]=[CH:8][CH:7]=[C:6]([CH3:10])[C:3]=1[C:4]#[N:5].[CH3:11][C:12]1[CH:17]=[CH:16][CH:15]=[CH:14][C:13]=1[Mg]Br.Cl, predict the reaction product. The product is: [NH:5]=[C:4]([C:13]1[CH:14]=[CH:15][CH:16]=[CH:17][C:12]=1[CH3:11])[C:3]1[C:6]([CH3:10])=[CH:7][CH:8]=[CH:9][C:2]=1[NH2:1]. (5) Given the reactants [CH3:1][Si:2]([CH3:33])([CH3:32])[CH2:3][CH2:4][O:5][CH2:6][N:7]1[C:15]2[CH2:14][CH:13](C3C=NN(COCC[Si](C)(C)C)C=3)[CH2:12][CH2:11][C:10]=2[C:9]([C:29]([OH:31])=[O:30])=[N:8]1.[CH3:34][Si:35]([CH3:60])([CH3:59])[CH2:36][CH2:37][O:38][CH2:39][N:40]1[CH:44]=[C:43](C2CCC3NN=C(C(OCC)=O)C=3C2)[CH:42]=[N:41]1, predict the reaction product. The product is: [CH3:1][Si:2]([CH3:32])([CH3:33])[CH2:3][CH2:4][O:5][CH2:6][N:7]1[C:15]2[CH2:14][CH2:13][CH:12]([C:43]3[CH:42]=[N:41][N:40]([CH2:39][O:38][CH2:37][CH2:36][Si:35]([CH3:60])([CH3:59])[CH3:34])[CH:44]=3)[CH2:11][C:10]=2[C:9]([C:29]([OH:31])=[O:30])=[N:8]1. (6) Given the reactants Br[C:2]1[CH:3]=[CH:4][C:5]([CH:8]=[O:9])=[N:6][CH:7]=1.[CH3:10][C:11]1[CH:12]=[C:13]([NH:26][C:27]2[N:32]=[C:31]([C:33]([F:36])([F:35])[F:34])[CH:30]=[CH:29][N:28]=2)[CH:14]=[C:15](B2OC(C)(C)C(C)(C)O2)[CH:16]=1.C(=O)([O-])[O-].[Na+].[Na+], predict the reaction product. The product is: [CH3:10][C:11]1[CH:16]=[C:15]([C:2]2[CH:3]=[CH:4][C:5]([CH:8]=[O:9])=[N:6][CH:7]=2)[CH:14]=[C:13]([NH:26][C:27]2[N:32]=[C:31]([C:33]([F:36])([F:34])[F:35])[CH:30]=[CH:29][N:28]=2)[CH:12]=1. (7) Given the reactants [Cl:1][C:2]1[CH:3]=[C:4]2[C:8](=[CH:9][CH:10]=1)[NH:7][C:6]([C:11](OCC)=[O:12])=[C:5]2[S:16]([CH2:19][CH:20]1[CH2:23][CH2:22][CH2:21]1)(=[O:18])=[O:17].[NH3:24], predict the reaction product. The product is: [Cl:1][C:2]1[CH:3]=[C:4]2[C:8](=[CH:9][CH:10]=1)[NH:7][C:6]([C:11]([NH2:24])=[O:12])=[C:5]2[S:16]([CH2:19][CH:20]1[CH2:23][CH2:22][CH2:21]1)(=[O:18])=[O:17]. (8) Given the reactants [CH3:1][C@@H:2]1[O:6][C@@H:5]([O:7][C@H:8]2[C@H:13]([OH:14])[C@@H:12]([OH:15])[C@H:11]([N:16]=[C:17]([NH2:19])[NH2:18])[C@@H:10]([OH:20])[C@@H:9]2[N:21]=[C:22]([NH2:24])[NH2:23])[C@H:4]([O:25][C@@H:26]2[O:31][C@@H:30]([CH2:32][OH:33])[C@H:29]([OH:34])[C@@H:28]([OH:35])[C@@H:27]2[NH:36][CH3:37])[C@@:3]1([OH:40])[CH:38]=[O:39].OS(O)(=O)=O.ClCCl.O.ClCCl, predict the reaction product. The product is: [CH3:1][C@@H:2]1[O:6][C@@H:5]([O:7][C@H:8]2[C@H:13]([OH:14])[C@@H:12]([OH:15])[C@H:11]([NH:16][C:17]([NH2:19])=[NH:18])[C@@H:10]([OH:20])[C@@H:9]2[NH:21][C:22]([NH2:24])=[NH:23])[C@H:4]([O:25][C@@H:26]2[O:31][C@@H:30]([CH2:32][OH:33])[C@H:29]([OH:34])[C@@H:28]([OH:35])[C@@H:27]2[NH:36][CH3:37])[C@@:3]1([OH:40])[CH:38]=[O:39]. (9) Given the reactants Cl[C:2]1[CH:7]=[C:6]([C:8]2[N:12]3[N:13]=[C:14]([NH:17][C@H:18]4[CH2:23][CH2:22][C@H:21]([OH:24])[CH2:20][CH2:19]4)[CH:15]=[CH:16][C:11]3=[N:10][CH:9]=2)[CH:5]=[CH:4][N:3]=1.[C:25]([O-:28])(O)=[O:26].[Na+].O.[CH3:31]O, predict the reaction product. The product is: [OH:24][C@H:21]1[CH2:22][CH2:23][C@H:18]([NH:17][C:14]2[CH:15]=[CH:16][C:11]3[N:12]([C:8]([C:6]4[CH:5]=[CH:4][N:3]=[C:2]([C:25]([O:28][CH3:31])=[O:26])[CH:7]=4)=[CH:9][N:10]=3)[N:13]=2)[CH2:19][CH2:20]1. (10) Given the reactants [Zn:1].[C:2]([O-:21])(=[O:20])[CH2:3][CH2:4][CH2:5][CH2:6][CH2:7][CH2:8][CH2:9][CH2:10][CH2:11][CH2:12][CH2:13][CH2:14][CH2:15][CH2:16][CH2:17][CH2:18][CH3:19], predict the reaction product. The product is: [C:2]([O-:21])(=[O:20])[CH2:3][CH2:4][CH2:5][CH2:6][CH2:7][CH2:8][CH2:9][CH2:10][CH2:11][CH2:12][CH2:13][CH2:14][CH2:15][CH2:16][CH2:17][CH2:18][CH3:19].[Zn+2:1].[C:2]([O-:21])(=[O:20])[CH2:3][CH2:4][CH2:5][CH2:6][CH2:7][CH2:8][CH2:9][CH2:10][CH2:11][CH2:12][CH2:13][CH2:14][CH2:15][CH2:16][CH2:17][CH2:18][CH3:19].